This data is from Forward reaction prediction with 1.9M reactions from USPTO patents (1976-2016). The task is: Predict the product of the given reaction. (1) Given the reactants [CH3:1][C:2]([O:5][C:6]([NH:8][C@H:9]([C:22]([OH:24])=O)[CH2:10][CH2:11][C:12]([O:14][CH2:15][C:16]1[CH:21]=[CH:20][CH:19]=[CH:18][CH:17]=1)=[O:13])=[O:7])([CH3:4])[CH3:3].C1C=CC2N(O)N=NC=2C=1.C(Cl)CCl.[CH2:39]([NH:46][CH2:47][C:48]([O:50][CH2:51][CH3:52])=[O:49])[C:40]1[CH:45]=[CH:44][CH:43]=[CH:42][CH:41]=1, predict the reaction product. The product is: [CH2:39]([N:46]([CH2:47][C:48]([O:50][CH2:51][CH3:52])=[O:49])[C:22](=[O:24])[C@@H:9]([NH:8][C:6]([O:5][C:2]([CH3:1])([CH3:3])[CH3:4])=[O:7])[CH2:10][CH2:11][C:12]([O:14][CH2:15][C:16]1[CH:17]=[CH:18][CH:19]=[CH:20][CH:21]=1)=[O:13])[C:40]1[CH:45]=[CH:44][CH:43]=[CH:42][CH:41]=1. (2) Given the reactants Br[C:2]1[CH:10]=[CH:9][CH:8]=[C:7]2[C:3]=1[CH2:4][CH2:5][C@@H:6]2[O:11][Si:12]([C:15]([CH3:18])([CH3:17])[CH3:16])([CH3:14])[CH3:13].CC1(C)C(C)(C)OB([C:27]2[CH:28]=[N:29]OC=2)O1.C([O-])([O-])=O.[Cs+].[Cs+].CN(C)C=O, predict the reaction product. The product is: [C:15]([Si:12]([CH3:14])([CH3:13])[O:11][C@@H:6]1[C:7]2[C:3](=[C:2]([CH2:27][C:28]#[N:29])[CH:10]=[CH:9][CH:8]=2)[CH2:4][CH2:5]1)([CH3:18])([CH3:17])[CH3:16].